From a dataset of Forward reaction prediction with 1.9M reactions from USPTO patents (1976-2016). Predict the product of the given reaction. (1) Given the reactants C1N(S(F)(F)[F:8])CCOC1.[Br:11][C:12]1[CH:13]=[CH:14][C:15]2[N:16]([CH2:26][CH:27](O)[CH2:28][N:29]([C:37]3[CH:42]=[CH:41][CH:40]=[C:39]([O:43][CH2:44]C)[CH:38]=3)[S:30]([C:33]([F:36])([F:35])[F:34])(=[O:32])=[O:31])[C:17]3[C:22]([C:23]=2[CH:24]=1)=[CH:21][C:20]([Br:25])=[CH:19][CH:18]=3.C(=O)(O)[O-], predict the reaction product. The product is: [Br:25][C:20]1[CH:19]=[CH:18][C:17]2[N:16]([CH2:26][CH:27]([F:8])[CH2:28][N:29]([C:37]3[CH:42]=[CH:41][CH:40]=[C:39]([O:43][CH3:44])[CH:38]=3)[S:30]([C:33]([F:34])([F:35])[F:36])(=[O:32])=[O:31])[C:15]3[C:23]([C:22]=2[CH:21]=1)=[CH:24][C:12]([Br:11])=[CH:13][CH:14]=3. (2) The product is: [Cl:1][C:2]1[C:3]([CH3:12])=[C:4]([S:8]([N:27]2[CH2:28][CH2:29][CH2:30][C:23]3([C:22](=[O:31])[N:21]([C@H:18]4[CH2:17][CH2:16][C@@H:15]([OH:14])[CH2:20][CH2:19]4)[CH2:25][CH2:24]3)[CH2:26]2)(=[O:10])=[O:9])[CH:5]=[CH:6][CH:7]=1. Given the reactants [Cl:1][C:2]1[C:3]([CH3:12])=[C:4]([S:8](Cl)(=[O:10])=[O:9])[CH:5]=[CH:6][CH:7]=1.Cl.[OH:14][C@@H:15]1[CH2:20][CH2:19][C@H:18]([N:21]2[CH2:25][CH2:24][C:23]3([CH2:30][CH2:29][CH2:28][NH:27][CH2:26]3)[C:22]2=[O:31])[CH2:17][CH2:16]1.CCN(C(C)C)C(C)C, predict the reaction product. (3) Given the reactants [CH2:1]([O:3][C:4]([C:6]1([NH2:15])[CH2:14][C:13]2[C:8](=[CH:9][CH:10]=[CH:11][CH:12]=2)[CH2:7]1)=[O:5])[CH3:2].[Cl:16][C:17]1[C:18]([OH:28])=[C:19]([S:24](Cl)(=[O:26])=[O:25])[CH:20]=[C:21]([Cl:23])[CH:22]=1.CCN(C(C)C)C(C)C, predict the reaction product. The product is: [CH2:1]([O:3][C:4]([C:6]1([NH:15][S:24]([C:19]2[CH:20]=[C:21]([Cl:23])[CH:22]=[C:17]([Cl:16])[C:18]=2[OH:28])(=[O:25])=[O:26])[CH2:14][C:13]2[C:8](=[CH:9][CH:10]=[CH:11][CH:12]=2)[CH2:7]1)=[O:5])[CH3:2]. (4) Given the reactants [N+:1]([O-:4])(O)=[O:2].OS(O)(=O)=O.O=S(=O)=O.[N+]([O:17][C:18]1[CH:23]=[CH:22][N:21]=[CH:20][CH:19]=1)([O-])=O, predict the reaction product. The product is: [N+:1]([C:19]1[CH:20]=[N:21][CH:22]=[CH:23][C:18]=1[OH:17])([O-:4])=[O:2]. (5) Given the reactants CC1C=CC(S(O[CH2:12][C:13]2[C:18]([C:19]([F:22])([F:21])[F:20])=[CH:17][CH:16]=[CH:15][C:14]=2[Cl:23])(=O)=O)=CC=1.[Br:24][C:25]1[C:33]2[C:28](=[CH:29][N:30]=[CH:31][CH:32]=2)[NH:27][N:26]=1.CC([O-])(C)C.[K+], predict the reaction product. The product is: [Br:24][C:25]1[C:29]2=[N:30][CH:31]=[CH:32][CH:33]=[C:28]2[N:27]([CH2:12][C:13]2[C:18]([C:19]([F:20])([F:21])[F:22])=[CH:17][CH:16]=[CH:15][C:14]=2[Cl:23])[N:26]=1. (6) Given the reactants [NH:1](C(OC(C)(C)C)=O)[C@H:2]([C:17]([OH:19])=[O:18])[CH2:3][CH2:4][CH2:5][NH:6][C:7]([O:9][CH2:10][C:11]1[CH:16]=[CH:15][CH:14]=[CH:13][CH:12]=1)=[O:8].O=S(Cl)Cl.[CH3:31][CH2:32]O, predict the reaction product. The product is: [NH2:1][C@H:2]([CH2:3][CH2:4][CH2:5][NH:6][C:7]([O:9][CH2:10][C:11]1[CH:12]=[CH:13][CH:14]=[CH:15][CH:16]=1)=[O:8])[C:17]([O:19][CH2:31][CH3:32])=[O:18]. (7) Given the reactants [Cl:1][C:2]1[CH:3]=[C:4]2[C:10]([C:11]3[N:16]=[C:15]([NH:17][C@H:18]4[CH2:23][CH2:22][CH2:21][N:20]([CH2:24][C:25]([O:27]C(C)(C)C)=[O:26])[CH2:19]4)[C:14]([F:32])=[CH:13][N:12]=3)=[CH:9][NH:8][C:5]2=[N:6][CH:7]=1.FC(F)(F)C(O)=O, predict the reaction product. The product is: [Cl:1][C:2]1[CH:3]=[C:4]2[C:10]([C:11]3[N:16]=[C:15]([NH:17][C@H:18]4[CH2:23][CH2:22][CH2:21][N:20]([CH2:24][C:25]([OH:27])=[O:26])[CH2:19]4)[C:14]([F:32])=[CH:13][N:12]=3)=[CH:9][NH:8][C:5]2=[N:6][CH:7]=1.